From a dataset of Catalyst prediction with 721,799 reactions and 888 catalyst types from USPTO. Predict which catalyst facilitates the given reaction. Reactant: [CH2:1]([N:8]1[CH2:15][CH2:14][CH2:13][C@H:9]1[C:10]([OH:12])=O)[C:2]1[CH:7]=[CH:6][CH:5]=[CH:4][CH:3]=1.CN(C)C=O.S(Cl)([Cl:23])=O.[NH2:25][C:26]1[CH:39]=[CH:38][C:37]([Cl:40])=[CH:36][C:27]=1[C:28]([C:30]1[CH:35]=[CH:34][CH:33]=[CH:32][CH:31]=1)=[O:29]. Product: [ClH:23].[CH2:1]([N:8]1[CH2:15][CH2:14][CH2:13][C@H:9]1[C:10]([NH:25][C:26]1[CH:39]=[CH:38][C:37]([Cl:40])=[CH:36][C:27]=1[C:28]([C:30]1[CH:31]=[CH:32][CH:33]=[CH:34][CH:35]=1)=[O:29])=[O:12])[C:2]1[CH:3]=[CH:4][CH:5]=[CH:6][CH:7]=1. The catalyst class is: 10.